Dataset: Catalyst prediction with 721,799 reactions and 888 catalyst types from USPTO. Task: Predict which catalyst facilitates the given reaction. (1) Reactant: [NH2:1][C:2]1[N:7]=[C:6]([CH3:8])[C:5]([CH2:9][CH2:10][CH2:11][NH:12][CH2:13][C:14]2[CH:15]=[C:16]([CH2:20][C:21]([O:23][CH3:24])=[O:22])[CH:17]=[CH:18][CH:19]=2)=[C:4]([NH:25][CH2:26][CH2:27][CH2:28][CH2:29][CH3:30])[N:3]=1.[CH3:31][S:32](Cl)(=[O:34])=[O:33]. Product: [NH2:1][C:2]1[N:7]=[C:6]([CH3:8])[C:5]([CH2:9][CH2:10][CH2:11][N:12]([CH2:13][C:14]2[CH:15]=[C:16]([CH2:20][C:21]([O:23][CH3:24])=[O:22])[CH:17]=[CH:18][CH:19]=2)[S:32]([CH3:31])(=[O:34])=[O:33])=[C:4]([NH:25][CH2:26][CH2:27][CH2:28][CH2:29][CH3:30])[N:3]=1. The catalyst class is: 2. (2) Reactant: [CH2:1]([Si:3](Cl)([CH2:6][CH3:7])[CH2:4][CH3:5])[CH3:2].[Br:9][CH2:10][C@@H:11]([C:13]1[CH:24]=[CH:23][C:16]2[O:17][C:18]([CH3:22])([CH3:21])[O:19][CH2:20][C:15]=2[CH:14]=1)[OH:12].N1C=CN=C1.CCCCCC. Product: [Br:9][CH2:10][C@H:11]([O:12][Si:3]([CH2:6][CH3:7])([CH2:4][CH3:5])[CH2:1][CH3:2])[C:13]1[CH:24]=[CH:23][C:16]2[O:17][C:18]([CH3:22])([CH3:21])[O:19][CH2:20][C:15]=2[CH:14]=1. The catalyst class is: 3. (3) Reactant: [CH2:1]([O:7][C:8]([O:19][CH2:20][CH2:21][CH2:22][CH2:23][CH2:24][CH3:25])([CH3:18])[C:9](OCCCCCC)=[O:10])[CH2:2][CH2:3][CH2:4][CH2:5][CH3:6].[CH3:26][NH:27][CH3:28]. Product: [CH2:1]([O:7][C:8]([O:19][CH2:20][CH2:21][CH2:22][CH2:23][CH2:24][CH3:25])([CH3:18])[C:9]([N:27]([CH3:28])[CH3:26])=[O:10])[CH2:2][CH2:3][CH2:4][CH2:5][CH3:6]. The catalyst class is: 1. (4) Reactant: [I:1][C:2]1[C:3]2[C:4](=[CH:8][NH:9][N:10]=2)[N:5]=[CH:6][CH:7]=1.Br[CH2:12][CH2:13][CH2:14][O:15][CH:16]1[CH2:21][CH2:20][CH2:19][CH2:18][O:17]1.C([O-])([O-])=O.[Cs+].[Cs+]. Product: [I:1][C:2]1[C:3]2[C:4](=[CH:8][N:9]([CH2:12][CH2:13][CH2:14][O:15][CH:16]3[CH2:21][CH2:20][CH2:19][CH2:18][O:17]3)[N:10]=2)[N:5]=[CH:6][CH:7]=1.[I:1][C:2]1[CH:7]=[CH:6][N:5]=[C:4]2[CH:8]=[N:9][N:10]([CH2:12][CH2:13][CH2:14][O:15][CH:16]3[CH2:21][CH2:20][CH2:19][CH2:18][O:17]3)[C:3]=12. The catalyst class is: 3. (5) Reactant: [S:1]1[CH:5]=[CH:4][C:3]([CH2:6][CH2:7][NH:8][C:9](=[O:15])[O:10][C:11]([CH3:14])([CH3:13])[CH3:12])=[CH:2]1.C=O.[CH3:18]C1C=CC(S(O)(=O)=O)=CC=1. Product: [S:1]1[C:2]2[CH2:18][N:8]([C:9]([O:10][C:11]([CH3:12])([CH3:14])[CH3:13])=[O:15])[CH2:7][CH2:6][C:3]=2[CH:4]=[CH:5]1. The catalyst class is: 11. (6) Reactant: [CH3:1][O:2][C:3](=[O:18])[CH2:4][CH2:5][CH:6]([N:8]1[C:12]2[CH:13]=[CH:14][CH:15]=[CH:16][C:11]=2[NH:10][C:9]1=[O:17])[CH3:7].[I-].[CH3:20][N:21]1[C:29]2[C:24](=[C:25]([CH3:30])[CH:26]=[CH:27][CH:28]=2)[C:23]([CH2:31][N+](C)(C)C)=[CH:22]1.C([O-])([O-])=O.[K+].[K+]. Product: [CH3:1][O:2][C:3](=[O:18])[CH2:4][CH2:5][CH:6]([N:8]1[C:12]2[CH:13]=[CH:14][CH:15]=[CH:16][C:11]=2[N:10]([CH2:31][CH:23]2[C:24]3[C:29](=[CH:28][CH:27]=[CH:26][C:25]=3[CH3:30])[N:21]([CH3:20])[CH2:22]2)[C:9]1=[O:17])[CH3:7]. The catalyst class is: 31. (7) Reactant: [NH:1]1[CH2:6][CH2:5][O:4][CH2:3][CH2:2]1.C[Al](C)C.[F:11][C:12]1[CH:17]=[CH:16][CH:15]=[C:14]([F:18])[C:13]=1[N:19]1[C:24]2[N:25]=[C:26]([NH:37][CH2:38][C:39](OC)=[O:40])[N:27]=[C:28]([C:29]3[CH:34]=[CH:33][C:32]([F:35])=[CH:31][C:30]=3[CH3:36])[C:23]=2[CH:22]=[CH:21][C:20]1=[O:43]. Product: [F:11][C:12]1[CH:17]=[CH:16][CH:15]=[C:14]([F:18])[C:13]=1[N:19]1[C:24]2[N:25]=[C:26]([NH:37][CH2:38][C:39]([N:1]3[CH2:6][CH2:5][O:4][CH2:3][CH2:2]3)=[O:40])[N:27]=[C:28]([C:29]3[CH:34]=[CH:33][C:32]([F:35])=[CH:31][C:30]=3[CH3:36])[C:23]=2[CH:22]=[CH:21][C:20]1=[O:43]. The catalyst class is: 317. (8) Reactant: C(N(CC)CC)C.[NH2:8][C:9]1[CH:10]=[C:11]([NH:16][C:17](=[O:24])[C:18]2[CH:23]=[CH:22][CH:21]=[CH:20][CH:19]=2)[CH:12]=[CH:13][C:14]=1[CH3:15].[Cl:25][CH2:26][C:27]1[CH:28]=[C:29]([CH:33]=[CH:34][CH:35]=1)[C:30](Cl)=[O:31]. Product: [C:17]([NH:16][C:11]1[CH:12]=[CH:13][C:14]([CH3:15])=[C:9]([NH:8][C:30](=[O:31])[C:29]2[CH:33]=[CH:34][CH:35]=[C:27]([CH2:26][Cl:25])[CH:28]=2)[CH:10]=1)(=[O:24])[C:18]1[CH:19]=[CH:20][CH:21]=[CH:22][CH:23]=1. The catalyst class is: 143. (9) Reactant: [F:1][C:2]1[C:26](/[N:27]=[CH:28]\[C:29]2[CH:34]=[CH:33][CH:32]=[CH:31][CH:30]=2)=[CH:25][CH:24]=[CH:23][C:3]=1[CH2:4][C:5]1[C:6](=[O:22])[O:7][C:8]2[CH:15]=[C:14]([O:16][C:17]3[S:18][CH:19]=[CH:20][N:21]=3)[CH:13]=[CH:12][C:9]=2[C:10]=1[CH3:11].[Br:35]N1C(=O)CCC1=O.O. Product: [Br:35][CH2:11][C:10]1[C:9]2[CH:12]=[CH:13][C:14]([O:16][C:17]3[S:18][CH:19]=[CH:20][N:21]=3)=[CH:15][C:8]=2[O:7][C:6](=[O:22])[C:5]=1[CH2:4][C:3]1[CH:23]=[CH:24][CH:25]=[C:26](/[N:27]=[CH:28]\[C:29]2[CH:34]=[CH:33][CH:32]=[CH:31][CH:30]=2)[C:2]=1[F:1]. The catalyst class is: 1. (10) Reactant: [Si:1]([O:8][C:9]1[CH:14]=[C:13]([O:15][Si:16]([C:19]([CH3:22])([CH3:21])[CH3:20])([CH3:18])[CH3:17])[CH:12]=[CH:11][C:10]=1[C@@H:23]1[CH2:28][CH2:27][C@H:26]([OH:29])[CH2:25][CH2:24]1)([C:4]([CH3:7])([CH3:6])[CH3:5])([CH3:3])[CH3:2].C(N(CC)CC)C.CN(C1C=CC=CN=1)C.[CH3:46][S:47](Cl)(=[O:49])=[O:48]. Product: [CH3:46][S:47]([O:29][C@H:26]1[CH2:25][CH2:24][C@@H:23]([C:10]2[CH:11]=[CH:12][C:13]([O:15][Si:16]([C:19]([CH3:20])([CH3:21])[CH3:22])([CH3:18])[CH3:17])=[CH:14][C:9]=2[O:8][Si:1]([C:4]([CH3:5])([CH3:6])[CH3:7])([CH3:3])[CH3:2])[CH2:28][CH2:27]1)(=[O:49])=[O:48]. The catalyst class is: 229.